Dataset: Full USPTO retrosynthesis dataset with 1.9M reactions from patents (1976-2016). Task: Predict the reactants needed to synthesize the given product. (1) The reactants are: Cl[C:2]1[N:7]=[C:6]([NH:8][C:9]([C:11]2([C:14]3[CH:24]=[CH:23][C:17]4[O:18][C:19]([F:22])([F:21])[O:20][C:16]=4[CH:15]=3)[CH2:13][CH2:12]2)=[O:10])[CH:5]=[CH:4][C:3]=1[CH3:25].[F:26][C:27]1[CH:28]=[C:29](B2OC(C)(C)C(C)(C)O2)[C:30]([O:33][CH3:34])=[N:31][CH:32]=1.C(=O)([O-])[O-].[Na+].[Na+]. Given the product [F:21][C:19]1([F:22])[O:18][C:17]2[CH:23]=[CH:24][C:14]([C:11]3([C:9]([NH:8][C:6]4[N:7]=[C:2]([C:29]5[C:30]([O:33][CH3:34])=[N:31][CH:32]=[C:27]([F:26])[CH:28]=5)[C:3]([CH3:25])=[CH:4][CH:5]=4)=[O:10])[CH2:13][CH2:12]3)=[CH:15][C:16]=2[O:20]1, predict the reactants needed to synthesize it. (2) Given the product [CH2:17]([O:16][C:13]1[CH:12]=[CH:11][C:10]([C:8]([C:3]2[CH:4]=[CH:5][CH:6]=[CH:7][C:2]=2[F:1])=[O:9])=[CH:15][CH:14]=1)[C:18]1[CH:23]=[CH:22][CH:21]=[CH:20][CH:19]=1, predict the reactants needed to synthesize it. The reactants are: [F:1][C:2]1[CH:7]=[CH:6][CH:5]=[CH:4][C:3]=1[C:8]([C:10]1[CH:15]=[CH:14][C:13]([OH:16])=[CH:12][CH:11]=1)=[O:9].[CH2:17](Br)[C:18]1[CH:23]=[CH:22][CH:21]=[CH:20][CH:19]=1.C(=O)([O-])[O-].[K+].[K+].CCOC(C)=O. (3) Given the product [C:1]([O:4][CH2:5][CH2:6][CH2:7][N:8]1[C:13](=[O:14])[C:12]2[N:15]([CH2:27][C:24]3[CH:25]=[CH:26][C:21]([Cl:20])=[CH:22][CH:23]=3)[CH:16]=[CH:17][C:11]=2[N:10]([CH3:18])[C:9]1=[O:19])(=[O:3])[CH3:2], predict the reactants needed to synthesize it. The reactants are: [C:1]([O:4][CH2:5][CH2:6][CH2:7][N:8]1[C:13](=[O:14])[C:12]2[NH:15][CH:16]=[CH:17][C:11]=2[N:10]([CH3:18])[C:9]1=[O:19])(=[O:3])[CH3:2].[Cl:20][C:21]1[CH:26]=[CH:25][C:24]([CH2:27]Cl)=[CH:23][CH:22]=1.C([O-])([O-])=O.[K+].[K+]. (4) Given the product [C:1]([C:3]1[C:4]([N:22]2[CH2:27][CH2:26][CH:25]([C:28]([NH:40][S:37]([CH2:36][CH:31]3[CH2:35][CH2:34][CH2:33][CH2:32]3)(=[O:39])=[O:38])=[O:30])[CH2:24][CH2:23]2)=[N:5][C:6]([CH2:15][N:16]2[CH2:20][CH2:19][CH2:18][C:17]2=[O:21])=[C:7]([C:9](=[O:14])[CH2:10][CH2:11][CH:12]=[CH2:13])[CH:8]=1)#[N:2], predict the reactants needed to synthesize it. The reactants are: [C:1]([C:3]1[C:4]([N:22]2[CH2:27][CH2:26][CH:25]([C:28]([OH:30])=O)[CH2:24][CH2:23]2)=[N:5][C:6]([CH2:15][N:16]2[CH2:20][CH2:19][CH2:18][C:17]2=[O:21])=[C:7]([C:9](=[O:14])[CH2:10][CH2:11][CH:12]=[CH2:13])[CH:8]=1)#[N:2].[CH:31]1([CH2:36][S:37]([NH2:40])(=[O:39])=[O:38])[CH2:35][CH2:34][CH2:33][CH2:32]1. (5) The reactants are: C(O)(C)C.[CH3:5][O:6][C:7]([C:9]1[C:10]([CH3:30])=[C:11](/[C:14](/[CH:17]2[CH2:22][CH2:21][N:20]([C:23]([O:25][C:26]([CH3:29])([CH3:28])[CH3:27])=[O:24])[CH2:19][CH2:18]2)=[CH:15]/[CH3:16])[S:12][CH:13]=1)=[O:8]. Given the product [CH3:5][O:6][C:7]([C:9]1[C:10]([CH3:30])=[C:11]([CH:14]([CH:17]2[CH2:22][CH2:21][N:20]([C:23]([O:25][C:26]([CH3:29])([CH3:28])[CH3:27])=[O:24])[CH2:19][CH2:18]2)[CH2:15][CH3:16])[S:12][CH:13]=1)=[O:8], predict the reactants needed to synthesize it. (6) Given the product [Cl:1][C:2]1[CH:8]=[CH:7][C:5]([NH:6][CH2:10][C:11]([O:13][CH2:14][CH3:15])=[O:12])=[CH:4][CH:3]=1, predict the reactants needed to synthesize it. The reactants are: [Cl:1][C:2]1[CH:8]=[CH:7][C:5]([NH2:6])=[CH:4][CH:3]=1.I[CH2:10][C:11]([O:13][CH2:14][CH3:15])=[O:12].C([O-])(=O)C.[Na+]. (7) Given the product [Si:27]([O:1][C:2]1[CH:3]=[CH:4][C:5]2[S:11][C:10]3[CH:12]=[CH:13][CH:14]=[CH:15][C:9]=3[CH2:8][C:7](=[O:16])[C:6]=2[CH:17]=1)([C:23]([CH3:26])([CH3:25])[CH3:24])([C:34]1[CH:35]=[CH:36][CH:37]=[CH:38][CH:39]=1)[C:28]1[CH:33]=[CH:32][CH:31]=[CH:30][CH:29]=1, predict the reactants needed to synthesize it. The reactants are: [OH:1][C:2]1[CH:3]=[CH:4][C:5]2[S:11][C:10]3[CH:12]=[CH:13][CH:14]=[CH:15][C:9]=3[CH2:8][C:7](=[O:16])[C:6]=2[CH:17]=1.N1C=CN=C1.[C:23]([Si:27](Cl)([C:34]1[CH:39]=[CH:38][CH:37]=[CH:36][CH:35]=1)[C:28]1[CH:33]=[CH:32][CH:31]=[CH:30][CH:29]=1)([CH3:26])([CH3:25])[CH3:24].O. (8) Given the product [NH2:1][C:2]1[C:3]([C:51]#[C:50][Si:47]([CH3:49])([CH3:48])[CH3:46])=[CH:4][C:5]([N+:16]([O-:18])=[O:17])=[C:6]([C:8]2[CH:13]=[C:12]([C:14]#[CH:15])[CH:11]=[CH:10][N:9]=2)[CH:7]=1, predict the reactants needed to synthesize it. The reactants are: [NH2:1][C:2]1[CH:7]=[C:6]([C:8]2[CH:13]=[C:12]([C:14]#[CH:15])[CH:11]=[CH:10][N:9]=2)[C:5]([N+:16]([O-:18])=[O:17])=[CH:4][C:3]=1Br.C1(P(C2C=CC=CC=2)C2C=CC=CC=2)C=CC=CC=1.CCN(CC)CC.[CH3:46][Si:47]([C:50]#[CH:51])([CH3:49])[CH3:48].